Dataset: Forward reaction prediction with 1.9M reactions from USPTO patents (1976-2016). Task: Predict the product of the given reaction. The product is: [CH2:41]([O:40][C:38]([N:19]1[C:20]2[C:25](=[CH:24][CH:23]=[CH:22][CH:21]=2)[CH2:26][CH:17]([CH2:16][O:15][C:9]2[CH:10]=[CH:11][C:12]([CH3:14])=[CH:13][C:8]=2[NH:7][C:6]([O:5][C:1]([CH3:4])([CH3:2])[CH3:3])=[O:27])[CH2:18]1)=[O:39])[C:42]1[CH:47]=[CH:46][CH:45]=[CH:44][CH:43]=1. Given the reactants [C:1]([O:5][C:6](=[O:27])[NH:7][C:8]1[CH:13]=[C:12]([CH3:14])[CH:11]=[CH:10][C:9]=1[O:15][CH2:16][CH:17]1[CH2:26][C:25]2[C:20](=[CH:21][CH:22]=[CH:23][CH:24]=2)[NH:19][CH2:18]1)([CH3:4])([CH3:3])[CH3:2].CCN(C(C)C)C(C)C.Cl[C:38]([O:40][CH2:41][C:42]1[CH:47]=[CH:46][CH:45]=[CH:44][CH:43]=1)=[O:39], predict the reaction product.